This data is from Full USPTO retrosynthesis dataset with 1.9M reactions from patents (1976-2016). The task is: Predict the reactants needed to synthesize the given product. (1) Given the product [NH2:25][C:2]([CH3:1])([CH3:24])[C:3]([NH:5][C:6]1[CH:7]=[N:8][C:9]([O:12][C:13]2[CH:22]=[CH:21][CH:20]=[C:19]3[C:14]=2[CH:15]([CH3:23])[CH2:16][CH2:17][O:18]3)=[CH:10][CH:11]=1)=[O:4], predict the reactants needed to synthesize it. The reactants are: [CH3:1][C:2]([NH:25]C(=O)OC(C)(C)C)([CH3:24])[C:3]([NH:5][C:6]1[CH:7]=[N:8][C:9]([O:12][C:13]2[CH:22]=[CH:21][CH:20]=[C:19]3[C:14]=2[CH:15]([CH3:23])[CH2:16][CH2:17][O:18]3)=[CH:10][CH:11]=1)=[O:4].C(O)(C(F)(F)F)=O. (2) Given the product [CH2:16]([O:23][C:24]1[C:33](=[O:34])[C:32]2[C:27](=[CH:28][C:29]([CH2:5][CH2:4][CH2:3][CH:2]([CH3:6])[CH3:1])=[CH:30][CH:31]=2)[O:26][C:25]=1[C:36]1[CH:41]=[C:40]([O:42][CH3:43])[C:39]([O:44][CH3:45])=[C:38]([O:46][CH3:47])[CH:37]=1)[C:17]1[CH:22]=[CH:21][CH:20]=[CH:19][CH:18]=1, predict the reactants needed to synthesize it. The reactants are: [CH3:1][CH:2]([CH3:6])[CH2:3][CH:4]=[CH2:5].B1C2CCCC1CCC2.[CH2:16]([O:23][C:24]1[C:33](=[O:34])[C:32]2[C:27](=[CH:28][C:29](I)=[CH:30][CH:31]=2)[O:26][C:25]=1[C:36]1[CH:41]=[C:40]([O:42][CH3:43])[C:39]([O:44][CH3:45])=[C:38]([O:46][CH3:47])[CH:37]=1)[C:17]1[CH:22]=[CH:21][CH:20]=[CH:19][CH:18]=1. (3) Given the product [N:15]1[CH:16]=[CH:17][CH:18]=[CH:19][C:14]=1[CH2:13][O:12][C:4]1[CH:3]=[C:2]([C:28]2[CH:29]=[C:30]([C:34]([O:36][CH3:37])=[O:35])[CH:31]=[N:32][CH:33]=2)[C:11]2[CH2:10][CH2:9][CH2:8][CH2:7][C:6]=2[N:5]=1, predict the reactants needed to synthesize it. The reactants are: Cl[C:2]1[C:11]2[CH2:10][CH2:9][CH2:8][CH2:7][C:6]=2[N:5]=[C:4]([O:12][CH2:13][C:14]2[CH:19]=[CH:18][CH:17]=[CH:16][N:15]=2)[CH:3]=1.CC1(C)C(C)(C)OB([C:28]2[CH:29]=[C:30]([C:34]([O:36][CH2:37]C)=[O:35])[CH:31]=[N:32][CH:33]=2)O1.C(Cl)(Cl)Cl.C(=O)([O-])[O-].[K+].[K+]. (4) Given the product [O:24]=[S:12]1(=[O:23])[C:13]2[C:18](=[CH:17][CH:16]=[CH:15][CH:14]=2)[C:19]2[C:10](=[C:9]3[C:22](=[CH:21][CH:20]=2)[C:5]([C:3]([OH:4])=[O:2])=[CH:6][CH:7]=[N:8]3)[NH:11]1, predict the reactants needed to synthesize it. The reactants are: C[O:2][C:3]([C:5]1[C:22]2[C:9](=[C:10]3[C:19](=[CH:20][CH:21]=2)[C:18]2[C:13](=[CH:14][CH:15]=[CH:16][CH:17]=2)[S:12](=[O:24])(=[O:23])[NH:11]3)[N:8]=[CH:7][CH:6]=1)=[O:4].[Li+].[OH-]. (5) Given the product [CH2:1]([S:3]([O:6][C:7]1[CH:12]=[CH:11][C:10]([CH3:13])=[CH:9][C:8]=1[CH:14]([C:23]1[CH:28]=[CH:27][CH:26]=[CH:25][CH:24]=1)[CH2:15][CH2:16][I:29])(=[O:5])=[O:4])[CH3:2], predict the reactants needed to synthesize it. The reactants are: [CH2:1]([S:3]([O:6][C:7]1[CH:12]=[CH:11][C:10]([CH3:13])=[CH:9][C:8]=1[CH:14]([C:23]1[CH:28]=[CH:27][CH:26]=[CH:25][CH:24]=1)[CH2:15][CH2:16]C(S([O-])(=O)=O)C)(=[O:5])=[O:4])[CH3:2].[I-:29].[Na+]. (6) Given the product [CH3:1][O:2][C:3]1[CH:4]=[C:5]([CH:10]=[C:11]2[O:15][CH2:14][O:13][C:12]=12)[C:6]([OH:8])=[O:7], predict the reactants needed to synthesize it. The reactants are: [CH3:1][O:2][C:3]1[CH:4]=[C:5]([CH:10]=[C:11]2[O:15][CH2:14][O:13][C:12]=12)[C:6]([O:8]C)=[O:7].[OH-].[Li+]. (7) Given the product [O:6]1[CH2:5][CH2:4][O:3][CH2:2][CH2:1][O:7][C:9]1=[O:10], predict the reactants needed to synthesize it. The reactants are: [CH2:1]([OH:7])[CH2:2][O:3][CH2:4][CH2:5][OH:6].Cl[C:9](OCC)=[O:10].C(N(CC)CC)C.